From a dataset of Full USPTO retrosynthesis dataset with 1.9M reactions from patents (1976-2016). Predict the reactants needed to synthesize the given product. (1) Given the product [Cl:21][C:17]1[CH:16]=[C:15]([NH:14][C:2]([NH:25][CH2:24][C:23]([F:27])([F:26])[F:22])=[O:3])[CH:20]=[CH:19][N:18]=1, predict the reactants needed to synthesize it. The reactants are: Cl[C:2](OC1C=CC([N+]([O-])=O)=CC=1)=[O:3].[NH2:14][C:15]1[CH:20]=[CH:19][N:18]=[C:17]([Cl:21])[CH:16]=1.[F:22][C:23]([F:27])([F:26])[CH2:24][NH2:25].CCN(C(C)C)C(C)C. (2) Given the product [C:26]1([C:24]2[S:25][C:18]3[C:17]([NH:14][C:11]4[CH:12]=[CH:13][C:8]([NH:7][C:3]5[CH:2]=[C:1]([CH3:15])[CH:6]=[CH:5][CH:4]=5)=[CH:9][CH:10]=4)=[N:22][CH:21]=[N:20][C:19]=3[CH:23]=2)[CH:27]=[CH:28][CH:29]=[CH:30][CH:31]=1, predict the reactants needed to synthesize it. The reactants are: [C:1]1([CH3:15])[CH:6]=[CH:5][CH:4]=[C:3]([NH:7][C:8]2[CH:13]=[CH:12][C:11]([NH2:14])=[CH:10][CH:9]=2)[CH:2]=1.Cl[C:17]1[C:18]2[S:25][C:24]([C:26]3[CH:31]=[CH:30][CH:29]=[CH:28][CH:27]=3)=[CH:23][C:19]=2[N:20]=[CH:21][N:22]=1. (3) The reactants are: [CH2:1]([O:3][C:4]([N:6]1[CH:15]=[CH:14][C:13]2[C:8](=[CH:9][C:10]([O:17][CH3:18])=[C:11]([OH:16])[CH:12]=2)[CH:7]1[CH2:19][C:20]1[CH:25]=[CH:24][CH:23]=[C:22]([O:26][CH2:27][CH3:28])[CH:21]=1)=[O:5])[CH3:2].C(=O)([O-])[O-].[K+].[K+].Br[CH2:36][CH2:37][CH2:38][OH:39]. Given the product [CH2:1]([O:3][C:4]([N:6]1[CH:15]=[CH:14][C:13]2[C:8](=[CH:9][C:10]([O:17][CH3:18])=[C:11]([O:16][CH2:36][CH2:37][CH2:38][OH:39])[CH:12]=2)[CH:7]1[CH2:19][C:20]1[CH:25]=[CH:24][CH:23]=[C:22]([O:26][CH2:27][CH3:28])[CH:21]=1)=[O:5])[CH3:2], predict the reactants needed to synthesize it. (4) Given the product [NH2:20][C:19]1[N:10]([C:4]2[CH:5]=[C:6]([CH3:9])[CH:7]=[CH:8][C:3]=2[CH3:2])[N:11]=[CH:15][C:16]=1[C:17]#[N:18], predict the reactants needed to synthesize it. The reactants are: Cl.[CH3:2][C:3]1[CH:8]=[CH:7][C:6]([CH3:9])=[CH:5][C:4]=1[NH:10][NH2:11].C(O[CH:15]=[C:16]([C:19]#[N:20])[C:17]#[N:18])C. (5) Given the product [Br:8][C:3]1[C:4]([CH3:7])=[N:5][O:6][C:2]=1[NH:1][S:16]([C:12]1[S:13][C:14]([Cl:15])=[C:10]([Br:9])[CH:11]=1)(=[O:18])=[O:17], predict the reactants needed to synthesize it. The reactants are: [NH2:1][C:2]1[O:6][N:5]=[C:4]([CH3:7])[C:3]=1[Br:8].[Br:9][C:10]1[CH:11]=[C:12]([S:16](Cl)(=[O:18])=[O:17])[S:13][C:14]=1[Cl:15]. (6) Given the product [C:1]([CH:4]([C:5]1[N:15]2[C:10]([C:11](=[O:25])[NH:12][C:13]([CH2:16][C:17]3[CH:22]=[CH:21][C:20]([O:23][CH3:24])=[CH:19][CH:18]=3)=[N:14]2)=[C:8]([CH3:9])[N:7]=1)[CH2:26][CH2:27][CH2:28][CH2:29][CH2:30][CH3:31])(=[O:3])[CH3:2], predict the reactants needed to synthesize it. The reactants are: [C:1]([CH:4]([CH2:26][CH2:27][CH2:28][CH2:29][CH2:30][CH3:31])[C:5]([NH:7][CH:8]([C:10]1[C:11](=[O:25])[NH:12][C:13]([CH2:16][C:17]2[CH:22]=[CH:21][C:20]([O:23][CH3:24])=[CH:19][CH:18]=2)=[N:14][N:15]=1)[CH3:9])=O)(=[O:3])[CH3:2].P(Cl)(Cl)(Cl)=O. (7) Given the product [CH:39]1([CH:42]([NH:46][C:47]([CH:49]2[CH2:54][C:53]([CH3:68])([S:55]([C:58]3[CH:63]=[CH:62][CH:61]=[C:60]([C:64]([F:67])([F:66])[F:65])[CH:59]=3)(=[O:56])=[O:57])[CH2:52][CH2:51][O:50]2)=[O:48])[C:43]([N:3]([O:4][CH3:5])[CH3:2])=[O:44])[CH2:40][CH2:41]1, predict the reactants needed to synthesize it. The reactants are: Cl.[CH3:2][NH:3][O:4][CH3:5].CCN(C(C)C)C(C)C.CN(C(ON1N=NC2C=CC=NC1=2)=[N+](C)C)C.F[P-](F)(F)(F)(F)F.[CH:39]1([CH:42]([NH:46][C:47]([CH:49]2[CH2:54][C:53]([CH3:68])([S:55]([C:58]3[CH:63]=[CH:62][CH:61]=[C:60]([C:64]([F:67])([F:66])[F:65])[CH:59]=3)(=[O:57])=[O:56])[CH2:52][CH2:51][O:50]2)=[O:48])[C:43](O)=[O:44])[CH2:41][CH2:40]1.